From a dataset of Catalyst prediction with 721,799 reactions and 888 catalyst types from USPTO. Predict which catalyst facilitates the given reaction. (1) Reactant: C([N:8]1[CH2:14][C:13]2[CH:15]=[C:16]([O:22][CH3:23])[C:17]([N+:19]([O-:21])=[O:20])=[CH:18][C:12]=2[NH:11][C:10](=[O:24])[CH2:9]1)C1C=CC=CC=1.Cl[C:26]([O:28][CH2:29][C:30]1[CH:35]=[CH:34][CH:33]=[CH:32][CH:31]=1)=[O:27]. Product: [CH2:29]([O:28][C:26]([N:8]1[CH2:14][C:13]2[CH:15]=[C:16]([O:22][CH3:23])[C:17]([N+:19]([O-:21])=[O:20])=[CH:18][C:12]=2[NH:11][C:10](=[O:24])[CH2:9]1)=[O:27])[C:30]1[CH:35]=[CH:34][CH:33]=[CH:32][CH:31]=1. The catalyst class is: 26. (2) Reactant: [CH:1]([C:4]1[CH:9]=[C:8]([N+:10]([O-])=O)[CH:7]=[C:6]([CH:13]([CH3:15])[CH3:14])[C:5]=1[NH:16][S:17]([C:20]1[CH:25]=[CH:24][C:23]([CH3:26])=[CH:22][CH:21]=1)(=[O:19])=[O:18])([CH3:3])[CH3:2].[OH-].[Na+]. Product: [NH2:10][C:8]1[CH:9]=[C:4]([CH:1]([CH3:3])[CH3:2])[C:5]([NH:16][S:17]([C:20]2[CH:21]=[CH:22][C:23]([CH3:26])=[CH:24][CH:25]=2)(=[O:19])=[O:18])=[C:6]([CH:13]([CH3:15])[CH3:14])[CH:7]=1. The catalyst class is: 162. (3) Reactant: [Cl:1][C:2]1[C:7]([CH3:8])=[C:6]([N+:9]([O-:11])=[O:10])[C:5]([C:12]2[CH:17]=[CH:16][CH:15]=[C:14]([F:18])[CH:13]=2)=[C:4]([C:19](=O)[CH3:20])[CH:3]=1.C([O-])(=O)C.[NH4+].C([BH3-])#[N:28].[Na+]. Product: [Cl:1][C:2]1[C:7]([CH3:8])=[C:6]([N+:9]([O-:11])=[O:10])[C:5]([C:12]2[CH:17]=[CH:16][CH:15]=[C:14]([F:18])[CH:13]=2)=[C:4]([CH:19]([NH2:28])[CH3:20])[CH:3]=1. The catalyst class is: 449. (4) Reactant: [OH:1][NH:2][C:3]([N:5]1[CH2:10][CH2:9][CH:8]([C@H:11]2[CH2:13][C@H:12]2[CH2:14][CH2:15][OH:16])[CH2:7][CH2:6]1)=[NH:4].[C:17](Cl)(=O)[CH:18]([CH3:20])[CH3:19].C(=O)([O-])[O-].[K+].[K+]. Product: [CH:18]([C:20]1[O:1][N:2]=[C:3]([N:5]2[CH2:10][CH2:9][CH:8]([C@H:11]3[CH2:13][C@H:12]3[CH2:14][CH2:15][OH:16])[CH2:7][CH2:6]2)[N:4]=1)([CH3:19])[CH3:17]. The catalyst class is: 436. (5) Product: [ClH:37].[C:1]1([N:7]2[CH:11]=[C:10]([C:12]([NH:14][CH2:15][CH2:16][NH:17][C:18]([CH:20]3[CH2:25][CH2:24][NH:23][CH2:22][CH2:21]3)=[O:19])=[O:13])[C:9]([C:33]([F:35])([F:36])[F:34])=[N:8]2)[CH:2]=[CH:3][CH:4]=[CH:5][CH:6]=1. Reactant: [C:1]1([N:7]2[CH:11]=[C:10]([C:12]([NH:14][CH2:15][CH2:16][NH:17][C:18]([CH:20]3[CH2:25][CH2:24][N:23](C(OC(C)(C)C)=O)[CH2:22][CH2:21]3)=[O:19])=[O:13])[C:9]([C:33]([F:36])([F:35])[F:34])=[N:8]2)[CH:6]=[CH:5][CH:4]=[CH:3][CH:2]=1.[ClH:37]. The catalyst class is: 135. (6) Reactant: [Cl:1][Si](C)(C)C.O.[CH3:7][N:8]([CH3:33])[C:9]1([C:27]2[CH:32]=[CH:31][CH:30]=[CH:29][CH:28]=2)[CH2:14][CH2:13][CH:12]([CH2:15][C:16]([NH:18][C:19]2[CH:24]=[CH:23][C:22]([O:25][CH3:26])=[CH:21][CH:20]=2)=[O:17])[CH2:11][CH2:10]1. Product: [ClH:1].[CH3:33][N:8]([CH3:7])[C:9]1([C:27]2[CH:32]=[CH:31][CH:30]=[CH:29][CH:28]=2)[CH2:10][CH2:11][CH:12]([CH2:15][C:16]([NH:18][C:19]2[CH:20]=[CH:21][C:22]([O:25][CH3:26])=[CH:23][CH:24]=2)=[O:17])[CH2:13][CH2:14]1. The catalyst class is: 573. (7) Reactant: [OH:1][C:2]1[CH:7]=[CH:6][C:5]([CH2:8][C@H:9]([NH:13][S:14]([C:17]2[CH:22]=[CH:21][C:20]([CH3:23])=[CH:19][CH:18]=2)(=[O:16])=[O:15])[C:10]([OH:12])=[O:11])=[CH:4][CH:3]=1.C1C=CC(I(OC(C(F)(F)F)=O)OC(C(F)(F)F)=O)=CC=1.CCOC(C)=O.CCCCCC. Product: [O:11]1[C:5]2([CH:6]=[CH:7][C:2](=[O:1])[CH:3]=[CH:4]2)[CH2:8][C@H:9]([NH:13][S:14]([C:17]2[CH:18]=[CH:19][C:20]([CH3:23])=[CH:21][CH:22]=2)(=[O:16])=[O:15])[C:10]1=[O:12]. The catalyst class is: 372.